From a dataset of TCR-epitope binding with 47,182 pairs between 192 epitopes and 23,139 TCRs. Binary Classification. Given a T-cell receptor sequence (or CDR3 region) and an epitope sequence, predict whether binding occurs between them. (1) The epitope is VLQAVGACV. The TCR CDR3 sequence is CSVGIPAAGYYGYTF. Result: 0 (the TCR does not bind to the epitope). (2) The epitope is AVFDRKSDAK. The TCR CDR3 sequence is CASSHLGGDRYMNEQFF. Result: 1 (the TCR binds to the epitope).